Predict the reactants needed to synthesize the given product. From a dataset of Retrosynthesis with 50K atom-mapped reactions and 10 reaction types from USPTO. (1) Given the product CN1C(=O)C(F)(F)CN(C2CCCC2)c2nc(Nc3cc(F)ccc3F)ncc21, predict the reactants needed to synthesize it. The reactants are: CN1C(=O)C(F)(F)CN(C2CCCC2)c2nc(Cl)ncc21.Nc1cc(F)ccc1F. (2) Given the product CCCCCNCc1ccc(Oc2ccc(C(N)=O)nc2)c(F)c1, predict the reactants needed to synthesize it. The reactants are: CCCCCN.NC(=O)c1ccc(Oc2ccc(C=O)cc2F)cn1. (3) Given the product O=C(NCCCN1CC=C(c2ccc(Cl)cc2)CC1)C(F)(F)F, predict the reactants needed to synthesize it. The reactants are: CS(=O)(=O)OCCCNC(=O)C(F)(F)F.Clc1ccc(C2=CCNCC2)cc1. (4) Given the product Cc1nc2cc(C(C)(C)C)cc(N)c2o1, predict the reactants needed to synthesize it. The reactants are: Cc1nc2cc(C(C)(C)C)cc([N+](=O)[O-])c2o1. (5) Given the product O=C1CCCc2cc(Sc3cccc(F)c3)ccc21, predict the reactants needed to synthesize it. The reactants are: Fc1cccc(S)c1.O=C1CCCc2cc(F)ccc21. (6) Given the product O=Cc1ccccc1Sc1ccccc1, predict the reactants needed to synthesize it. The reactants are: O=Cc1ccccc1F.Sc1ccccc1. (7) Given the product Cc1cc(NC(=O)c2cc(C)n(-c3ccccc3C(F)(F)F)c2C)ccc1S(=O)(=O)N(C)C, predict the reactants needed to synthesize it. The reactants are: Cc1cc(Br)ccc1S(=O)(=O)N(C)C.Cc1cc(C(N)=O)c(C)n1-c1ccccc1C(F)(F)F.